Dataset: Full USPTO retrosynthesis dataset with 1.9M reactions from patents (1976-2016). Task: Predict the reactants needed to synthesize the given product. (1) Given the product [NH:38]1[CH2:39][CH2:40][CH:35]([C:32]2[CH:31]=[CH:30][C:29]([NH:28][C:20]3[N:19]=[C:18]([CH2:17][CH2:16][C:15]4[CH:48]=[CH:49][CH:50]=[CH:51][C:14]=4[C:11]4([C:8]([NH2:9])=[O:10])[CH2:12][CH2:13]4)[C:23]([C:24]([F:27])([F:26])[F:25])=[CH:22][N:21]=3)=[CH:34][CH:33]=2)[CH2:36][CH2:37]1, predict the reactants needed to synthesize it. The reactants are: C(O)(C(F)(F)F)=O.[C:8]([C:11]1([C:14]2[CH:51]=[CH:50][CH:49]=[CH:48][C:15]=2[CH2:16][CH2:17][C:18]2[C:23]([C:24]([F:27])([F:26])[F:25])=[CH:22][N:21]=[C:20]([NH:28][C:29]3[CH:34]=[CH:33][C:32]([CH:35]4[CH2:40][CH2:39][N:38](C(OC(C)(C)C)=O)[CH2:37][CH2:36]4)=[CH:31][CH:30]=3)[N:19]=2)[CH2:13][CH2:12]1)(=[O:10])[NH2:9]. (2) Given the product [CH2:19]([O:1][C:2]1[CH:11]=[CH:10][CH:9]=[C:8]2[C:3]=1[CH2:4][CH2:5][CH2:6][C:7]2=[O:12])[CH3:20], predict the reactants needed to synthesize it. The reactants are: [OH:1][C:2]1[CH:11]=[CH:10][CH:9]=[C:8]2[C:3]=1[CH2:4][CH2:5][CH2:6][C:7]2=[O:12].C([O-])([O-])=O.[K+].[K+].[CH2:19](I)[CH3:20]. (3) Given the product [S:1]1[C:2]2=[CH:8][N:20]=[C:16]([C:17](=[O:19])[CH3:18])[CH:6]=[C:3]2[CH:4]=[CH:5]1, predict the reactants needed to synthesize it. The reactants are: [S:1]1[CH:5]=[CH:4][C:3]([CH:6]=O)=[C:2]1[CH:8]=O.COP([CH:16]([NH:20]C(=O)C)[C:17](=[O:19])[CH3:18])(=O)OC.C1CCN2C(=NCCC2)CC1. (4) Given the product [F:20][C:17]([CH3:19])([CH3:18])[CH2:16][N:13]1[CH2:14][CH2:15][CH:10]([CH2:9][O:8][C:5]2[N:4]=[N:3][C:2]([C:28]3[CH:29]=[CH:30][C:25]([C:23]([O:22][CH3:21])=[O:24])=[CH:26][CH:27]=3)=[CH:7][CH:6]=2)[CH2:11][CH2:12]1, predict the reactants needed to synthesize it. The reactants are: Cl[C:2]1[N:3]=[N:4][C:5]([O:8][CH2:9][CH:10]2[CH2:15][CH2:14][N:13]([CH2:16][C:17]([F:20])([CH3:19])[CH3:18])[CH2:12][CH2:11]2)=[CH:6][CH:7]=1.[CH3:21][O:22][C:23]([C:25]1[CH:30]=[CH:29][C:28](B(O)O)=[CH:27][CH:26]=1)=[O:24].C([O-])([O-])=O.[Na+].[Na+]. (5) Given the product [CH3:18][O:17][C:14]1[CH:13]=[CH:12][CH:11]=[C:10]2[C:15]=1[CH2:16][NH:8][CH2:9]2, predict the reactants needed to synthesize it. The reactants are: C([N:8]1[CH2:16][C:15]2[C:10](=[CH:11][CH:12]=[CH:13][C:14]=2[O:17][CH3:18])[CH2:9]1)C1C=CC=CC=1.